This data is from Forward reaction prediction with 1.9M reactions from USPTO patents (1976-2016). The task is: Predict the product of the given reaction. The product is: [CH3:1][C:2]([CH3:25])([CH3:24])[C:3]#[C:4][C:5]1[S:9][C:8]([C:10]([O:12][CH3:13])=[O:11])=[C:7]([N:14]([C:39]([C@H:36]2[CH2:37][CH2:38][C@H:33]([CH3:32])[CH2:34][CH2:35]2)=[O:40])[CH2:15][C:16](=[O:23])[N:17]2[CH2:22][CH2:21][S:20][CH2:19][CH2:18]2)[CH:6]=1. Given the reactants [CH3:1][C:2]([CH3:25])([CH3:24])[C:3]#[C:4][C:5]1[S:9][C:8]([C:10]([O:12][CH3:13])=[O:11])=[C:7]([NH:14][CH2:15][C:16](=[O:23])[N:17]2[CH2:22][CH2:21][S:20][CH2:19][CH2:18]2)[CH:6]=1.N1C=CC=CC=1.[CH3:32][C@H:33]1[CH2:38][CH2:37][C@H:36]([C:39](Cl)=[O:40])[CH2:35][CH2:34]1, predict the reaction product.